From a dataset of Catalyst prediction with 721,799 reactions and 888 catalyst types from USPTO. Predict which catalyst facilitates the given reaction. (1) Reactant: [C:1]([C:9]1[S:10][CH:11]=[CH:12][C:13]=1[C:14]([O:16]CC)=O)(=O)[C:2]1[CH:7]=[CH:6][N:5]=[CH:4][CH:3]=1.[NH2:19][NH2:20].O. Product: [N:5]1[CH:6]=[CH:7][C:2]([C:1]2[C:9]3[S:10][CH:11]=[CH:12][C:13]=3[C:14](=[O:16])[NH:19][N:20]=2)=[CH:3][CH:4]=1. The catalyst class is: 14. (2) Reactant: [Cl:1]N1C(=O)CCC1=O.[C:9]1([S:15]([N:18]2[C:26]3[C:21](=[CH:22][C:23]([O:27][CH2:28][CH2:29][NH:30][C:31](=[O:33])[CH3:32])=[CH:24][CH:25]=3)[CH:20]=[CH:19]2)(=[O:17])=[O:16])[CH:14]=[CH:13][CH:12]=[CH:11][CH:10]=1. Product: [Cl:1][C:20]1[C:21]2[C:26](=[CH:25][CH:24]=[C:23]([O:27][CH2:28][CH2:29][NH:30][C:31](=[O:33])[CH3:32])[CH:22]=2)[N:18]([S:15]([C:9]2[CH:10]=[CH:11][CH:12]=[CH:13][CH:14]=2)(=[O:16])=[O:17])[CH:19]=1. The catalyst class is: 1.